This data is from Forward reaction prediction with 1.9M reactions from USPTO patents (1976-2016). The task is: Predict the product of the given reaction. (1) Given the reactants [CH2:1]([O:19][C@H:20]1[C@H:24]([O:25][CH2:26][CH2:27][CH2:28][CH2:29][CH2:30][CH2:31][CH2:32][CH2:33]/[CH:34]=[CH:35]\[CH2:36]/[CH:37]=[CH:38]\[CH2:39][CH2:40][CH2:41][CH2:42][CH3:43])[CH2:23][NH:22][CH2:21]1)[CH2:2][CH2:3][CH2:4][CH2:5][CH2:6][CH2:7][CH2:8]/[CH:9]=[CH:10]\[CH2:11]/[CH:12]=[CH:13]\[CH2:14][CH2:15][CH2:16][CH2:17][CH3:18].[CH2:44]1[O:46][CH:45]1[CH2:47][OH:48], predict the reaction product. The product is: [CH2:1]([O:19][C@H:20]1[C@H:24]([O:25][CH2:26][CH2:27][CH2:28][CH2:29][CH2:30][CH2:31][CH2:32][CH2:33]/[CH:34]=[CH:35]\[CH2:36]/[CH:37]=[CH:38]\[CH2:39][CH2:40][CH2:41][CH2:42][CH3:43])[CH2:23][N:22]([CH2:44][CH:45]([OH:46])[CH2:47][OH:48])[CH2:21]1)[CH2:2][CH2:3][CH2:4][CH2:5][CH2:6][CH2:7][CH2:8]/[CH:9]=[CH:10]\[CH2:11]/[CH:12]=[CH:13]\[CH2:14][CH2:15][CH2:16][CH2:17][CH3:18]. (2) Given the reactants [F:1][C:2]1[C:3](I)=[N:4][CH:5]=[CH:6][C:7]=1[I:8].[C:10]1(=[O:19])[C:18]2[C:13](=[CH:14][CH:15]=[CH:16][CH:17]=2)[CH2:12][NH:11]1.C(=O)([O-])[O-].[K+].[K+].CNCCNC, predict the reaction product. The product is: [F:1][C:2]1[C:3]([N:11]2[CH2:12][C:13]3[C:18](=[CH:17][CH:16]=[CH:15][CH:14]=3)[C:10]2=[O:19])=[N:4][CH:5]=[CH:6][C:7]=1[I:8]. (3) The product is: [C:1]([N:4]1[C:13]2[C:8](=[CH:9][C:10]([O:14][CH2:30][C:26]3[CH:25]=[N:24][CH:29]=[CH:28][CH:27]=3)=[CH:11][CH:12]=2)[C:7]([C:16]2[CH:21]=[CH:20][CH:19]=[CH:18][CH:17]=2)([CH3:15])[CH2:6][C:5]1([CH3:23])[CH3:22])(=[O:3])[CH3:2]. Given the reactants [C:1]([N:4]1[C:13]2[C:8](=[CH:9][C:10]([OH:14])=[CH:11][CH:12]=2)[C:7]([C:16]2[CH:21]=[CH:20][CH:19]=[CH:18][CH:17]=2)([CH3:15])[CH2:6][C:5]1([CH3:23])[CH3:22])(=[O:3])[CH3:2].[N:24]1[CH:29]=[CH:28][CH:27]=[C:26]([CH2:30]Cl)[CH:25]=1.Cl.C(=O)([O-])[O-].[Cs+].[Cs+], predict the reaction product. (4) The product is: [ClH:41].[ClH:41].[CH3:1][NH:2][CH2:10][C:11]1[CH:15]=[C:14]([C:16]2[CH:17]=[CH:18][C:19]([S:22]([CH3:25])(=[O:23])=[O:24])=[CH:20][CH:21]=2)[N:13]([S:26]([C:29]2[CH:30]=[N:31][CH:32]=[CH:33][CH:34]=2)(=[O:27])=[O:28])[CH:12]=1. Given the reactants [CH3:1][N:2]([CH2:10][C:11]1[CH:15]=[C:14]([C:16]2[CH:21]=[CH:20][C:19]([S:22]([CH3:25])(=[O:24])=[O:23])=[CH:18][CH:17]=2)[N:13]([S:26]([C:29]2[CH:30]=[N:31][CH:32]=[CH:33][CH:34]=2)(=[O:28])=[O:27])[CH:12]=1)C(=O)OC(C)(C)C.C(OCC)(=O)C.[ClH:41], predict the reaction product. (5) Given the reactants [NH2:1][C@H:2]([C:4]1[N:5]([C:16]2[CH:21]=[CH:20][CH:19]=[CH:18][CH:17]=2)[C:6](=[O:15])[C:7]2[C:12]([CH:13]=1)=[CH:11][CH:10]=[CH:9][C:8]=2Cl)[CH3:3].[CH3:22][O:23][C:24]1[CH:29]=[C:28](B(O)O)[CH:27]=[CH:26][N:25]=1, predict the reaction product. The product is: [NH2:1][C@H:2]([C:4]1[N:5]([C:16]2[CH:21]=[CH:20][CH:19]=[CH:18][CH:17]=2)[C:6](=[O:15])[C:7]2[C:12]([CH:13]=1)=[CH:11][CH:10]=[CH:9][C:8]=2[C:28]1[CH:27]=[CH:26][N:25]=[C:24]([O:23][CH3:22])[CH:29]=1)[CH3:3]. (6) Given the reactants [F:1][C:2]([F:37])([C:6]([F:36])([F:35])[C:7]([F:34])([F:33])[C:8]([F:32])([F:31])[C:9]([F:30])([F:29])[C:10]([F:28])([F:27])[C:11]([F:26])([F:25])[C:12]([F:24])([F:23])[C:13]([F:22])([F:21])[C:14]([F:20])([F:19])[C:15]([F:18])([F:17])[F:16])[C:3](Cl)=[O:4].[OH:38][C:39]1[CH:81]=[CH:80][C:42]([C:43]2[CH:48]=[CH:47][C:46]([C:49]3[C:62]4[C:57](=[CH:58][CH:59]=[CH:60][CH:61]=4)[C:56]4[CH:55]=[CH:54][C:53]([C:74]5[CH:79]=[CH:78][CH:77]=[CH:76][CH:75]=5)([C:63]5[CH:68]=[CH:67][C:66]([N:69]6[CH2:73][CH2:72][CH2:71][CH2:70]6)=[CH:65][CH:64]=5)[O:52][C:51]=4[CH:50]=3)=[CH:45][CH:44]=2)=[CH:41][CH:40]=1.N1C=CC=CC=1.Cl, predict the reaction product. The product is: [F:1][C:2]([F:37])([C:6]([F:36])([F:35])[C:7]([F:34])([F:33])[C:8]([F:32])([F:31])[C:9]([F:30])([F:29])[C:10]([F:28])([F:27])[C:11]([F:26])([F:25])[C:12]([F:24])([F:23])[C:13]([F:22])([F:21])[C:14]([F:20])([F:19])[C:15]([F:18])([F:17])[F:16])[C:3]([O:38][C:39]1[CH:40]=[CH:41][C:42]([C:43]2[CH:44]=[CH:45][C:46]([C:49]3[C:62]4[C:57](=[CH:58][CH:59]=[CH:60][CH:61]=4)[C:56]4[CH:55]=[CH:54][C:53]([C:74]5[CH:75]=[CH:76][CH:77]=[CH:78][CH:79]=5)([C:63]5[CH:68]=[CH:67][C:66]([N:69]6[CH2:73][CH2:72][CH2:71][CH2:70]6)=[CH:65][CH:64]=5)[O:52][C:51]=4[CH:50]=3)=[CH:47][CH:48]=2)=[CH:80][CH:81]=1)=[O:4]. (7) Given the reactants C[O-].[Na+].[Cl:4][C:5]1[N:13]=[C:12]2[C:8]([N:9]=[CH:10][N:11]2[C@@H:14]2[O:28][C@H:27]([CH2:29][O:30]C(=O)C3C=CC(Cl)=CC=3)[C@@H:16]([O:17]C(=O)C3C=CC(Cl)=CC=3)[CH2:15]2)=[C:7]([NH:40][Si](C)(C)C)[N:6]=1, predict the reaction product. The product is: [CH:10]1[N:11]([C@@H:14]2[O:28][C@H:27]([CH2:29][OH:30])[C@@H:16]([OH:17])[CH2:15]2)[C:12]2[C:8](=[C:7]([NH2:40])[N:6]=[C:5]([Cl:4])[N:13]=2)[N:9]=1. (8) Given the reactants [O:1]=[C:2]1[C:10]2[C:5](=[CH:6][CH:7]=[CH:8][CH:9]=2)[C:4](=[O:11])[N:3]1[CH2:12][CH2:13][CH2:14][CH2:15][C:16]1[CH:21]=[CH:20][C:19]([S:22](Cl)(=[O:24])=[O:23])=[CH:18][CH:17]=1.CN1CCOCC1.[NH2:33][C@@H:34]([CH:38]([CH3:40])[CH3:39])[C:35]([NH2:37])=[O:36], predict the reaction product. The product is: [O:1]=[C:2]1[C:10]2[C:5](=[CH:6][CH:7]=[CH:8][CH:9]=2)[C:4](=[O:11])[N:3]1[CH2:12][CH2:13][CH2:14][CH2:15][C:16]1[CH:21]=[CH:20][C:19]([S:22]([NH:33][C@@H:34]([CH:38]([CH3:40])[CH3:39])[C:35]([NH2:37])=[O:36])(=[O:24])=[O:23])=[CH:18][CH:17]=1. (9) Given the reactants [CH3:1][O:2][C:3]1[C:8]([O:9][CH3:10])=[C:7]([O:11][CH3:12])[CH:6]=[C:5]([CH3:13])[C:4]=1[CH:14]([C:16]1[C:21]([CH3:22])=[CH:20][N:19]=[CH:18][C:17]=1[Br:23])[OH:15], predict the reaction product. The product is: [CH3:1][O:2][C:3]1[C:8]([O:9][CH3:10])=[C:7]([O:11][CH3:12])[CH:6]=[C:5]([CH3:13])[C:4]=1[C:14]([C:16]1[C:21]([CH3:22])=[CH:20][N:19]=[CH:18][C:17]=1[Br:23])=[O:15].